Predict the reaction yield, written as a fraction of the theoretical maximum amount of product (1.0 means a 100% yield; for example, 0.34 means a 34% yield). From a dataset of Reaction yield outcomes from USPTO patents with 853,638 reactions. The product is [Cl:2][C:3]1[CH:8]=[CH:7][C:6]([O:9][C:43](=[O:45])[CH3:44])=[CH:5][C:4]=1[C:10]1[CH:34]=[C:33]([CH3:35])[C:13]2[N:14]=[C:15]([NH:18][C:19]3[CH:24]=[CH:23][C:22]([O:25][CH2:26][CH2:27][N:28]4[CH2:32][CH2:31][CH2:30][CH2:29]4)=[CH:21][CH:20]=3)[N:16]=[N:17][C:12]=2[CH:11]=1. The reactants are Cl.[Cl:2][C:3]1[CH:8]=[CH:7][C:6]([OH:9])=[CH:5][C:4]=1[C:10]1[CH:34]=[C:33]([CH3:35])[C:13]2[N:14]=[C:15]([NH:18][C:19]3[CH:24]=[CH:23][C:22]([O:25][CH2:26][CH2:27][N:28]4[CH2:32][CH2:31][CH2:30][CH2:29]4)=[CH:21][CH:20]=3)[N:16]=[N:17][C:12]=2[CH:11]=1.CCN(CC)CC.[C:43](Cl)(=[O:45])[CH3:44]. The yield is 0.750. The catalyst is C(Cl)Cl.